Predict the product of the given reaction. From a dataset of Forward reaction prediction with 1.9M reactions from USPTO patents (1976-2016). (1) Given the reactants [N:1]1[C:10]2[C:5](=[CH:6][CH:7]=[CH:8][N:9]=2)[CH:4]=[CH:3][C:2]=1[O:11][C@H:12]1[C@@H:17]2[CH2:18][C@@H:14]([CH2:15][N:16]2C(OC(C)(C)C)=O)[CH2:13]1.Cl, predict the reaction product. The product is: [C@H:17]12[CH2:18][C@H:14]([CH2:13][C@H:12]1[O:11][C:2]1[CH:3]=[CH:4][C:5]3[C:10](=[N:9][CH:8]=[CH:7][CH:6]=3)[N:1]=1)[CH2:15][NH:16]2. (2) Given the reactants [CH:1]1[C:14]2[CH:13]=[C:12](B(O)O)[C:11]3[C:6](=[CH:7][CH:8]=[CH:9][CH:10]=3)[C:5]=2[CH:4]=[CH:3][CH:2]=1.Br[C:19]1[CH:20]=[C:21]([C:26]2[N:31]=[C:30]([C:32]3[CH:37]=[CH:36][CH:35]=[CH:34][CH:33]=3)[N:29]=[C:28]([C:38]3[CH:43]=[CH:42][CH:41]=[CH:40][CH:39]=3)[N:27]=2)[CH:22]=[C:23](Br)[CH:24]=1.C([O-])([O-])=O.[K+].[K+].[N:50]1[CH:55]=[CH:54][CH:53]=[CH:52][C:51]=1[C:56]1[CH:61]=[CH:60][C:59](B(O)O)=[CH:58][CH:57]=1, predict the reaction product. The product is: [C:32]1([C:30]2[N:29]=[C:28]([C:38]3[CH:39]=[CH:40][CH:41]=[CH:42][CH:43]=3)[N:27]=[C:26]([C:21]3[CH:20]=[C:19]([C:59]4[CH:58]=[CH:57][C:56]([C:51]5[CH:52]=[CH:53][CH:54]=[CH:55][N:50]=5)=[CH:61][CH:60]=4)[CH:24]=[C:23]([C:13]4[C:14]5[C:5]([C:6]6[CH:7]=[CH:8][CH:9]=[CH:10][C:11]=6[CH:12]=4)=[CH:4][CH:3]=[CH:2][CH:1]=5)[CH:22]=3)[N:31]=2)[CH:37]=[CH:36][CH:35]=[CH:34][CH:33]=1. (3) Given the reactants C1([O:6][C:7](=[O:43])[CH:8]([O:37][CH:38]2[CH2:42][CH2:41][CH2:40][CH2:39]2)[CH2:9][C:10]2[CH:15]=[CH:14][C:13]([O:16][CH2:17][CH2:18][CH:19]3[CH2:23][N:22]([CH2:24][C:25]4[CH:30]=[CH:29][C:28]([C:31]([F:34])([F:33])[F:32])=[CH:27][CH:26]=4)[C:21](=[O:35])[N:20]3[CH3:36])=[CH:12][CH:11]=2)CCCC1.[OH-].[Na+], predict the reaction product. The product is: [CH:38]1([O:37][CH:8]([CH2:9][C:10]2[CH:15]=[CH:14][C:13]([O:16][CH2:17][CH2:18][CH:19]3[CH2:23][N:22]([CH2:24][C:25]4[CH:26]=[CH:27][C:28]([C:31]([F:34])([F:32])[F:33])=[CH:29][CH:30]=4)[C:21](=[O:35])[N:20]3[CH3:36])=[CH:12][CH:11]=2)[C:7]([OH:43])=[O:6])[CH2:42][CH2:41][CH2:40][CH2:39]1. (4) Given the reactants [CH:1]1([C:6]([OH:19])([CH2:9][C:10]([CH3:18])([C:12]2[CH:17]=[CH:16][CH:15]=[CH:14][CH:13]=2)[CH3:11])[CH2:7][OH:8])[CH2:5][CH2:4][CH2:3][CH2:2]1.CS(C)=O, predict the reaction product. The product is: [CH:1]1([C:6]([OH:19])([CH2:9][C:10]([CH3:11])([C:12]2[CH:13]=[CH:14][CH:15]=[CH:16][CH:17]=2)[CH3:18])[CH:7]=[O:8])[CH2:2][CH2:3][CH2:4][CH2:5]1. (5) Given the reactants COCCN(S(F)(F)[F:11])CCOC.[F:14][C:15]1[CH:16]=[C:17]([CH:40]=[CH:41][C:42]=1[F:43])[C:18]([C:32]1[CH:37]=[CH:36][C:35]([F:38])=[C:34]([F:39])[CH:33]=1)(O)[C:19]([O:21][C@@:22]12[N:29]([CH3:30])[C@@H:26]([CH2:27][CH2:28]1)[CH2:25][CH:24]=[CH:23]2)=[O:20].O.C([O-])(O)=O.[Na+], predict the reaction product. The product is: [C@@:22]12([OH:21])[N:29]([CH3:30])[C@@H:26]([CH2:27][CH2:28]1)[CH2:25][CH:24]=[CH:23]2.[F:11][C:18]([C:32]1[CH:37]=[CH:36][C:35]([F:38])=[C:34]([F:39])[CH:33]=1)([C:17]1[CH:40]=[CH:41][C:42]([F:43])=[C:15]([F:14])[CH:16]=1)[C:19]([O-:21])=[O:20]. (6) Given the reactants [Si:1]([O:8][C@H:9]([CH3:21])[CH2:10][CH2:11][C@@H:12]([OH:20])/[CH:13]=[CH:14]/[C:15]([O:17][CH2:18][CH3:19])=[O:16])([C:4]([CH3:7])([CH3:6])[CH3:5])([CH3:3])[CH3:2].[CH2:22](Cl)[O:23][CH3:24].CCN(C(C)C)C(C)C, predict the reaction product. The product is: [Si:1]([O:8][C@H:9]([CH3:21])[CH2:10][CH2:11][C@@H:12]([O:20][CH2:22][O:23][CH3:24])/[CH:13]=[CH:14]/[C:15]([O:17][CH2:18][CH3:19])=[O:16])([C:4]([CH3:6])([CH3:5])[CH3:7])([CH3:3])[CH3:2]. (7) The product is: [CH3:1][NH:2][C:3]1[CH:8]=[CH:7][C:6]([O:9][CH3:10])=[CH:5][C:4]=1[NH2:11]. Given the reactants [CH3:1][NH:2][C:3]1[CH:8]=[CH:7][C:6]([O:9][CH3:10])=[CH:5][C:4]=1[N+:11]([O-])=O, predict the reaction product. (8) Given the reactants O=[C:2]1[O:7][C:6](=[O:8])[C:5]2[CH:9]=[C:10]([C:13]([OH:15])=[O:14])[CH:11]=[CH:12][C:4]=2[NH:3]1, predict the reaction product. The product is: [NH2:3][C:4]1[CH:12]=[CH:11][C:10]([C:13]([OH:15])=[O:14])=[CH:9][C:5]=1[C:6]([O:7][CH3:2])=[O:8]. (9) Given the reactants Cl[CH2:2][C:3]1[C:11]2[N:10]=[C:9]([CH2:12][N:13]3[C:17]4[CH:18]=[CH:19][CH:20]=[CH:21][C:16]=4[N:15]([CH:22]([CH3:24])[CH3:23])[C:14]3=[O:25])[N:8]([CH2:26][CH2:27][CH:28]([CH3:30])[CH3:29])[C:7]=2[CH:6]=[CH:5][CH:4]=1.Cl.[C-:32]#[N:33].[Na+], predict the reaction product. The product is: [CH:22]([N:15]1[C:16]2[CH:21]=[CH:20][CH:19]=[CH:18][C:17]=2[N:13]([CH2:12][C:9]2[N:8]([CH2:26][CH2:27][CH:28]([CH3:29])[CH3:30])[C:7]3[CH:6]=[CH:5][CH:4]=[C:3]([CH2:2][C:32]#[N:33])[C:11]=3[N:10]=2)[C:14]1=[O:25])([CH3:23])[CH3:24].